This data is from Forward reaction prediction with 1.9M reactions from USPTO patents (1976-2016). The task is: Predict the product of the given reaction. (1) Given the reactants C1N=CN([C:6](N2C=NC=C2)=[O:7])C=1.[NH2:13][C:14]1[N:18]([C:19]2[CH:24]=[CH:23][CH:22]=[CH:21][CH:20]=2)[NH:17][C:16](=[O:25])[C:15]=1[CH3:26].CCN(C(C)C)C(C)C.Cl.Cl.[Cl:38][C:39]1[CH:44]=[CH:43][C:42]([C@@H:45]2[CH2:49][N:48]([CH2:50][CH2:51][O:52][CH3:53])[CH2:47][C@H:46]2[NH2:54])=[CH:41][C:40]=1[F:55], predict the reaction product. The product is: [Cl:38][C:39]1[CH:44]=[CH:43][C:42]([C@@H:45]2[CH2:49][N:48]([CH2:50][CH2:51][O:52][CH3:53])[CH2:47][C@H:46]2[NH:54][C:6]([NH:13][C:14]2[N:18]([C:19]3[CH:24]=[CH:23][CH:22]=[CH:21][CH:20]=3)[NH:17][C:16](=[O:25])[C:15]=2[CH3:26])=[O:7])=[CH:41][C:40]=1[F:55]. (2) Given the reactants [OH:1][C@H:2]([CH3:34])[C@H:3]([NH:8][C:9](=[O:33])[C:10]1[CH:15]=[CH:14][C:13]([C:16]#[C:17]C#CC2C=CC(CN3CCOCC3)=CC=2)=[CH:12][CH:11]=1)[C:4](=[O:7])[NH:5][OH:6].C([CH:54]([NH2:67])[CH2:55][NH:56][C:57](=[O:66])[C:58]1[CH:63]=[CH:62][C:61]([C:64]#[CH:65])=[CH:60][CH:59]=1)(C1C=CC=CC=1)(C1C=CC=CC=1)C1C=CC=CC=1.CCN(CC)CC, predict the reaction product. The product is: [OH:1][C@H:2]([CH3:34])[C@H:3]([NH:8][C:9](=[O:33])[C:10]1[CH:11]=[CH:12][C:13]([C:16]#[C:17][C:65]#[C:64][C:61]2[CH:60]=[CH:59][C:58]([C:57](=[O:66])[NH:56][CH2:55][CH2:54][NH2:67])=[CH:63][CH:62]=2)=[CH:14][CH:15]=1)[C:4](=[O:7])[NH:5][OH:6]. (3) The product is: [CH3:28][S:29]([O:20][CH:8]([C:5]1[CH:6]=[N:7][C:2]([Cl:1])=[CH:3][CH:4]=1)[CH2:9][CH2:10][CH:11]([O:12][S:29]([CH3:28])(=[O:31])=[O:30])[C:13]1[CH:14]=[N:15][C:16]([Cl:19])=[CH:17][CH:18]=1)(=[O:31])=[O:30]. Given the reactants [Cl:1][C:2]1[N:7]=[CH:6][C:5]([CH:8]([OH:20])[CH2:9][CH2:10][CH:11]([C:13]2[CH:14]=[N:15][C:16]([Cl:19])=[CH:17][CH:18]=2)[OH:12])=[CH:4][CH:3]=1.C(N(CC)CC)C.[CH3:28][S:29](Cl)(=[O:31])=[O:30], predict the reaction product. (4) Given the reactants [F:1][C:2]([F:11])([F:10])[C:3]1[CH:8]=[CH:7][N:6]=[C:5]([NH2:9])[CH:4]=1.C1C(=O)N([I:19])C(=O)C1, predict the reaction product. The product is: [F:11][C:2]([F:1])([F:10])[C:3]1[C:8]([I:19])=[CH:7][N:6]=[C:5]([NH2:9])[CH:4]=1. (5) Given the reactants [N:1]([CH2:4][C@H:5]([CH:19]1[CH2:21][CH2:20]1)[C@@H:6]([OH:18])[C@H:7]([NH:10][C:11](=[O:17])[O:12][C:13]([CH3:16])([CH3:15])[CH3:14])[CH2:8][OH:9])=[N+:2]=[N-:3].[C:22]1([CH3:32])[CH:27]=[CH:26][C:25]([S:28](Cl)(=[O:30])=[O:29])=[CH:24][CH:23]=1, predict the reaction product. The product is: [CH3:32][C:22]1[CH:27]=[CH:26][C:25]([S:28]([O:9][CH2:8][C@@H:7]([NH:10][C:11]([O:12][C:13]([CH3:16])([CH3:15])[CH3:14])=[O:17])[C@H:6]([OH:18])[C@@H:5]([CH:19]2[CH2:20][CH2:21]2)[CH2:4][N:1]=[N+:2]=[N-:3])(=[O:30])=[O:29])=[CH:24][CH:23]=1. (6) The product is: [F:1][C:2]([F:11])([F:12])[C:3]1[CH:10]=[CH:9][C:6]([CH:7]([OH:8])[C:20]([F:22])([F:21])[F:19])=[CH:5][CH:4]=1. Given the reactants [F:1][C:2]([F:12])([F:11])[C:3]1[CH:10]=[CH:9][C:6]([CH:7]=[O:8])=[CH:5][CH:4]=1.C(=O)([O-])[O-].[K+].[K+].[F:19][C:20]([Si](C)(C)C)([F:22])[F:21], predict the reaction product.